This data is from Full USPTO retrosynthesis dataset with 1.9M reactions from patents (1976-2016). The task is: Predict the reactants needed to synthesize the given product. (1) Given the product [F:14][C:4]1[CH:3]=[C:2]([NH:1][C:22](=[O:23])[O:21][C:15]2[CH:20]=[CH:19][CH:18]=[CH:17][CH:16]=2)[CH:13]=[CH:12][C:5]=1[CH2:6][NH:7][S:8]([CH3:11])(=[O:10])=[O:9], predict the reactants needed to synthesize it. The reactants are: [NH2:1][C:2]1[CH:13]=[CH:12][C:5]([CH2:6][NH:7][S:8]([CH3:11])(=[O:10])=[O:9])=[C:4]([F:14])[CH:3]=1.[C:15]1([O:21][C:22](Cl)=[O:23])[CH:20]=[CH:19][CH:18]=[CH:17][CH:16]=1.N1C=CC=CC=1. (2) Given the product [CH2:1]([N:3]1[C:11]2[C:6](=[CH:7][CH:8]=[C:9]([CH2:12][N:30]3[CH2:29][C:28]4([CH2:39][C:25]([N:22]5[CH2:23][CH2:24][CH:19]([C:17]([O:16][CH2:14][CH3:15])=[O:18])[CH2:20][CH2:21]5)=[N:26][O:27]4)[CH2:31]3)[CH:10]=2)[CH:5]=[CH:4]1)[CH3:2], predict the reactants needed to synthesize it. The reactants are: [CH2:1]([N:3]1[C:11]2[C:6](=[CH:7][CH:8]=[C:9]([CH:12]=O)[CH:10]=2)[CH:5]=[CH:4]1)[CH3:2].[CH2:14]([O:16][C:17]([CH:19]1[CH2:24][CH2:23][N:22]([C:25]2[CH2:39][C:28]3([CH2:31][N:30](C(OC(C)(C)C)=O)[CH2:29]3)[O:27][N:26]=2)[CH2:21][CH2:20]1)=[O:18])[CH3:15]. (3) Given the product [F:1][C:2]1[CH:3]=[C:4]([C:8]2[C:13]([C:14]3[CH:19]=[CH:18][N:17]=[CH:16][CH:15]=3)=[CH:12][N:11]=[C:10]([NH:20][C:26](=[O:28])[CH3:27])[N:9]=2)[CH:5]=[CH:6][CH:7]=1, predict the reactants needed to synthesize it. The reactants are: [F:1][C:2]1[CH:3]=[C:4]([C:8]2[C:13]([C:14]3[CH:19]=[CH:18][N:17]=[CH:16][CH:15]=3)=[CH:12][N:11]=[C:10]([NH2:20])[N:9]=2)[CH:5]=[CH:6][CH:7]=1.C(=O)(O)[O-].[Na+].[C:26](OCC)(=[O:28])[CH3:27]. (4) Given the product [C:1]([O:4][CH2:5][C:6]1[CH:11]=[C:10]([O:12][CH2:13][C:14]2[CH:15]=[CH:16][CH:17]=[CH:18][CH:19]=2)[C:9]([S:79][C:76]([CH3:78])([CH3:77])[CH3:75])=[CH:8][N:7]=1)(=[O:3])[CH3:2], predict the reactants needed to synthesize it. The reactants are: [C:1]([O:4][CH2:5][C:6]1[CH:11]=[C:10]([O:12][CH2:13][C:14]2[CH:19]=[CH:18][CH:17]=[CH:16][CH:15]=2)[C:9](OS(C(F)(F)F)(=O)=O)=[CH:8][N:7]=1)(=[O:3])[CH3:2].C1C=CC(P(C2C=CC3C(=CC=CC=3)C=2C2C3C(=CC=CC=3)C=CC=2P(C2C=CC=CC=2)C2C=CC=CC=2)C2C=CC=CC=2)=CC=1.[Na].[CH3:75][C:76]([SH:79])([CH3:78])[CH3:77]. (5) Given the product [CH3:1][O:2][CH2:3][CH:4]([CH2:29][O:30][CH3:31])[O:5][C:6]1[CH:7]=[C:8]([O:18][C:19]2[CH:24]=[CH:23][C:22]([S:25]([CH3:28])(=[O:26])=[O:27])=[CH:21][N:20]=2)[CH:9]=[C:10]2[C:14]=1[NH:13][C:12]([C:15]1[S:17][CH:34]([CH2:33][C:32]([O:37][CH2:38][CH3:39])=[O:36])[CH2:35][N:16]=1)=[CH:11]2, predict the reactants needed to synthesize it. The reactants are: [CH3:1][O:2][CH2:3][CH:4]([CH2:29][O:30][CH3:31])[O:5][C:6]1[CH:7]=[C:8]([O:18][C:19]2[CH:24]=[CH:23][C:22]([S:25]([CH3:28])(=[O:27])=[O:26])=[CH:21][N:20]=2)[CH:9]=[C:10]2[C:14]=1[NH:13][C:12]([C:15](=[S:17])[NH2:16])=[CH:11]2.[C:32]([O:37][CH2:38][CH3:39])(=[O:36])[C:33]#[C:34][CH3:35].C(P(CCCC)CCCC)CCC.O1CCCC1. (6) Given the product [Cl:1][C:2]1[N:7]=[C:6]([C:8]([NH:27][C:28]2[C:33]([CH3:34])=[CH:32][N:31]=[C:30]([C:35]([O:37][CH2:38][CH3:39])=[O:36])[C:29]=2[CH3:40])=[O:9])[C:5]([CH3:11])=[CH:4][CH:3]=1, predict the reactants needed to synthesize it. The reactants are: [Cl:1][C:2]1[N:7]=[C:6]([C:8](O)=[O:9])[C:5]([CH3:11])=[CH:4][CH:3]=1.ClC(OCC(C)C)=O.CN1CCOCC1.[NH2:27][C:28]1[C:33]([CH3:34])=[CH:32][N:31]=[C:30]([C:35]([O:37][CH2:38][CH3:39])=[O:36])[C:29]=1[CH3:40]. (7) Given the product [F:39][C:40]1[CH:41]=[CH:42][C:43]([O:48][CH3:49])=[C:44]([CH:45]=1)[CH2:46][NH:47][C:26]([C:21]1[CH:22]=[CH:23][N:24]([CH3:25])[C:15]2[C:16]=1[CH:17]=[CH:18][C:19]1[N:8]([C:5]3[CH:4]=[CH:3][C:2]([F:1])=[CH:7][CH:6]=3)[CH2:9][CH:10]=[C:11]3[NH:12][C:13](=[O:29])[C:14]=2[C:20]=13)=[O:27], predict the reactants needed to synthesize it. The reactants are: [F:1][C:2]1[CH:7]=[CH:6][C:5]([N:8]2[C:19]3=[C:20]4[C:14](=[C:15]5[N:24]([CH3:25])[CH:23]=[CH:22][C:21]([C:26](O)=[O:27])=[C:16]5[CH:17]=[CH:18]3)[C:13](=[O:29])[NH:12][C:11]4=[CH:10][CH2:9]2)=[CH:4][CH:3]=1.C(N(CC)C(C)C)(C)C.[F:39][C:40]1[CH:41]=[CH:42][C:43]([O:48][CH3:49])=[C:44]([CH2:46][NH2:47])[CH:45]=1.CN(C(ON1N=NC2C=CC=NC1=2)=[N+](C)C)C.F[P-](F)(F)(F)(F)F. (8) Given the product [C:9]1([C:6]2[CH:5]=[CH:4][CH:3]=[CH:8][CH:7]=2)[CH:14]=[CH:13][CH:12]=[C:11]([CH2:15][O:16][C:17]2[CH:18]=[CH:19][C:20]([C:23]3([CH2:27][C:28]([O:30][CH2:31][CH3:32])=[O:29])[CH2:24][O:25][CH2:26]3)=[CH:21][C:22]=2[F:35])[CH:10]=1.[F:35][C:36]1[CH:37]=[C:38]([C:43]2([CH2:47][C:48]([O-:50])=[O:49])[CH2:46][O:45][CH2:44]2)[CH:39]=[CH:40][C:41]=1[OH:42], predict the reactants needed to synthesize it. The reactants are: FC(F)(F)[C:3]1[CH:8]=[CH:7][C:6]([C:9]2[CH:14]=[CH:13][CH:12]=[C:11]([CH2:15][O:16][C:17]3[CH:22]=[CH:21][C:20]([C:23]4([CH2:27][C:28]([O:30][CH2:31][CH3:32])=[O:29])[CH2:26][O:25][CH2:24]4)=[CH:19][CH:18]=3)[CH:10]=2)=[CH:5][CH:4]=1.[F:35][C:36]1[CH:37]=[C:38]([C:43]2([CH2:47][C:48]([O-:50])=[O:49])[CH2:46][O:45][CH2:44]2)[CH:39]=[CH:40][C:41]=1[OH:42].C1(C2C=C(C=CC=2)CBr)C=CC=CC=1.FC1C=C(B(O)O)C=CC=1O.O1CC(=CC(OCC)=O)C1.